Dataset: Forward reaction prediction with 1.9M reactions from USPTO patents (1976-2016). Task: Predict the product of the given reaction. (1) The product is: [C:1]([O:5][C:6](=[O:18])[N:7]([CH3:8])[CH2:9][CH2:10][CH2:11][CH:12]1[CH2:17][CH2:16][CH:15]2[CH:14]([O:27]2)[CH2:13]1)([CH3:4])([CH3:2])[CH3:3]. Given the reactants [C:1]([O:5][C:6](=[O:18])[N:7]([CH2:9][CH2:10][CH2:11][CH:12]1[CH2:17][CH2:16][CH:15]=[CH:14][CH2:13]1)[CH3:8])([CH3:4])([CH3:3])[CH3:2].ClC1C=CC=C(C(OO)=[O:27])C=1, predict the reaction product. (2) Given the reactants [F:1][C:2]1[CH:12]=[CH:11][C:5]([CH:6]=[CH:7][C:8]([OH:10])=O)=[CH:4][CH:3]=1.C(Cl)(=O)C(Cl)=O.[CH3:19][N:20]([CH3:36])[CH:21]1[CH2:25][CH2:24][N:23]([C:26]2[O:27][C:28]3[CH:34]=[CH:33][C:32]([NH2:35])=[CH:31][C:29]=3[N:30]=2)[CH2:22]1, predict the reaction product. The product is: [CH3:19][N:20]([CH3:36])[CH:21]1[CH2:25][CH2:24][N:23]([C:26]2[O:27][C:28]3[CH:34]=[CH:33][C:32]([NH:35][C:8](=[O:10])[CH:7]=[CH:6][C:5]4[CH:4]=[CH:3][C:2]([F:1])=[CH:12][CH:11]=4)=[CH:31][C:29]=3[N:30]=2)[CH2:22]1. (3) Given the reactants [CH3:1]CN(CC)CC.[CH2:8]1[CH:12]2[CH2:13][NH:14][CH2:15][CH:11]2[CH2:10][N:9]1[C:16]([O:18][C:19]([CH3:22])([CH3:21])[CH3:20])=[O:17].[C:23](Cl)(=[O:30])[C:24]1[CH:29]=[CH:28][CH:27]=[CH:26][CH:25]=1, predict the reaction product. The product is: [C:23]([N:14]1[CH2:15][CH2:11][C:12]2([CH2:8][N:9]([C:16]([O:18][C:19]([CH3:20])([CH3:21])[CH3:22])=[O:17])[CH2:10][CH2:1]2)[CH2:13]1)(=[O:30])[C:24]1[CH:29]=[CH:28][CH:27]=[CH:26][CH:25]=1. (4) Given the reactants [NH2:1][C:2]1[C:11]([CH3:12])=[CH:10][C:9]([C:13]([F:16])([F:15])[F:14])=[CH:8][C:3]=1[C:4]([O:6][CH3:7])=[O:5].C(OC(=O)C)(=O)C.C([O-])(=O)C.[K+].[N:29](OCCC(C)C)=O, predict the reaction product. The product is: [F:16][C:13]([F:14])([F:15])[C:9]1[CH:10]=[C:11]2[C:2](=[C:3]([C:4]([O:6][CH3:7])=[O:5])[CH:8]=1)[NH:1][N:29]=[CH:12]2.